This data is from Peptide-MHC class I binding affinity with 185,985 pairs from IEDB/IMGT. The task is: Regression. Given a peptide amino acid sequence and an MHC pseudo amino acid sequence, predict their binding affinity value. This is MHC class I binding data. (1) The peptide sequence is TTTNPLIRH. The MHC is HLA-A11:01 with pseudo-sequence HLA-A11:01. The binding affinity (normalized) is 0.0397. (2) The peptide sequence is IIPFIAYFV. The MHC is HLA-A68:02 with pseudo-sequence HLA-A68:02. The binding affinity (normalized) is 1.00. (3) The MHC is HLA-A02:01 with pseudo-sequence HLA-A02:01. The peptide sequence is RAAGLQDCTML. The binding affinity (normalized) is 0. (4) The peptide sequence is VCLALTNSMK. The MHC is HLA-A68:01 with pseudo-sequence HLA-A68:01. The binding affinity (normalized) is 0.0877. (5) The peptide sequence is AAKKKGASL. The MHC is HLA-A02:11 with pseudo-sequence HLA-A02:11. The binding affinity (normalized) is 0.0847. (6) The peptide sequence is RLLERCAKL. The MHC is HLA-A02:01 with pseudo-sequence HLA-A02:01. The binding affinity (normalized) is 0.552. (7) The peptide sequence is KLAEAIFKL. The MHC is HLA-A02:17 with pseudo-sequence HLA-A02:17. The binding affinity (normalized) is 0.727. (8) The peptide sequence is GEGSGARLL. The MHC is HLA-B08:01 with pseudo-sequence HLA-B08:01. The binding affinity (normalized) is 0.0847. (9) The peptide sequence is DLGVRVCEK. The MHC is Patr-A0101 with pseudo-sequence Patr-A0101. The binding affinity (normalized) is 0.331.